This data is from Peptide-MHC class I binding affinity with 185,985 pairs from IEDB/IMGT. The task is: Regression. Given a peptide amino acid sequence and an MHC pseudo amino acid sequence, predict their binding affinity value. This is MHC class I binding data. (1) The peptide sequence is AKTSTLIFF. The MHC is HLA-B15:03 with pseudo-sequence HLA-B15:03. The binding affinity (normalized) is 0.959. (2) The peptide sequence is SLSEPWRDF. The MHC is HLA-B35:01 with pseudo-sequence HLA-B35:01. The binding affinity (normalized) is 0.0847.